Dataset: Forward reaction prediction with 1.9M reactions from USPTO patents (1976-2016). Task: Predict the product of the given reaction. Given the reactants [Si:1]([OH:8])([C:4]([CH3:7])([CH3:6])[CH3:5])([CH3:3])[CH3:2].ClC([CH:12]=[CH:13][SiH3:14])Cl.[CH2:15](N(CC)CC)C.[CH2:22]([NH:26][CH2:27][CH2:28][CH2:29][CH3:30])[CH2:23][CH2:24][CH3:25], predict the reaction product. The product is: [C:4]([Si:1]([CH3:3])([CH3:2])[O:8][Si:14]([N:26]([CH2:27][CH2:28][CH2:29][CH3:30])[CH2:22][CH2:23][CH2:24][CH3:25])([CH3:15])[CH:13]=[CH2:12])([CH3:7])([CH3:6])[CH3:5].